This data is from Full USPTO retrosynthesis dataset with 1.9M reactions from patents (1976-2016). The task is: Predict the reactants needed to synthesize the given product. (1) Given the product [CH3:17][N:9]([CH2:8][C:6]1[N:7]=[C:3]([CH:1]=[N:31][NH:30][C:21]2[CH:22]=[CH:23][C:24]([C:25]3[O:29][CH:28]=[N:27][CH:26]=3)=[C:19]([I:18])[CH:20]=2)[S:4][CH:5]=1)[C:10](=[O:16])[O:11][C:12]([CH3:15])([CH3:14])[CH3:13], predict the reactants needed to synthesize it. The reactants are: [CH:1]([C:3]1[S:4][CH:5]=[C:6]([CH2:8][N:9]([CH3:17])[C:10](=[O:16])[O:11][C:12]([CH3:15])([CH3:14])[CH3:13])[N:7]=1)=O.[I:18][C:19]1[CH:20]=[C:21]([NH:30][NH2:31])[CH:22]=[CH:23][C:24]=1[C:25]1[O:29][CH:28]=[N:27][CH:26]=1. (2) Given the product [CH:1]([O:4][C:5]1[CH:6]=[C:7]([CH:29]=[CH:30][CH:31]=1)[C:8]([C:10]1[C:19]2[C:14](=[CH:15][C:16]([O:22][CH3:23])=[C:17]([O:20][CH3:21])[CH:18]=2)[C:13]([CH2:24][CH2:25][C:26]([NH2:34])=[O:28])=[CH:12][N:11]=1)=[O:9])([CH3:3])[CH3:2], predict the reactants needed to synthesize it. The reactants are: [CH:1]([O:4][C:5]1[CH:6]=[C:7]([CH:29]=[CH:30][CH:31]=1)[C:8]([C:10]1[C:19]2[C:14](=[CH:15][C:16]([O:22][CH3:23])=[C:17]([O:20][CH3:21])[CH:18]=2)[C:13]([CH2:24][CH2:25][C:26]([OH:28])=O)=[CH:12][N:11]=1)=[O:9])([CH3:3])[CH3:2].C([N:34](CC)CC)C.ClC(OCC(C)C)=O.[OH-].N. (3) Given the product [CH2:1]([O:3][C:4]1[C:13]([C:14]([OH:16])=[O:15])=[C:12]2[C:7]([CH:8]=[CH:9][CH:10]=[N:11]2)=[CH:6][CH:5]=1)[CH3:2], predict the reactants needed to synthesize it. The reactants are: [CH2:1]([O:3][C:4]1[C:13]([C:14]([O:16]CC)=[O:15])=[C:12]2[C:7]([CH:8]=[CH:9][CH:10]=[N:11]2)=[CH:6][CH:5]=1)[CH3:2].O[Li].O.CO.Cl. (4) Given the product [CH3:28][NH:29][C:3]([C:5]1[CH:6]=[C:7]2[C:12](=[CH:13][CH:14]=1)[N:11]=[CH:10][C:9]([NH:15][S:16]([C:19]1[CH:24]=[C:23]([Br:25])[CH:22]=[CH:21][C:20]=1[O:26][CH3:27])(=[O:17])=[O:18])=[CH:8]2)=[O:2], predict the reactants needed to synthesize it. The reactants are: C[O:2][C:3]([C:5]1[CH:6]=[C:7]2[C:12](=[CH:13][CH:14]=1)[N:11]=[CH:10][C:9]([NH:15][S:16]([C:19]1[CH:24]=[C:23]([Br:25])[CH:22]=[CH:21][C:20]=1[O:26][CH3:27])(=[O:18])=[O:17])=[CH:8]2)=O.[CH3:28][NH2:29].CO. (5) Given the product [CH3:17][CH:18]1[CH2:19][N:20]([C:2]2[CH:7]=[CH:6][C:5]([NH2:8])=[CH:4][CH:3]=2)[CH2:21][CH2:22][O:23]1, predict the reactants needed to synthesize it. The reactants are: F[C:2]1[CH:7]=[CH:6][C:5]([N+:8]([O-])=O)=[CH:4][CH:3]=1.C([O-])([O-])=O.[K+].[K+].[CH3:17][CH:18]1[O:23][CH2:22][CH2:21][NH:20][CH2:19]1.O. (6) Given the product [Br:6][C:7]1[CH:8]=[C:9]2[C:3](=[CH:14][CH:15]=1)[NH:2][CH:1]=[C:10]2[CH2:11][N:12]([CH3:4])[CH3:13], predict the reactants needed to synthesize it. The reactants are: [CH3:1][NH:2][CH3:3].[CH2:4]=O.[Br:6][C:7]1[CH:8]=[C:9]2[C:13](=[CH:14][CH:15]=1)[NH:12][CH:11]=[CH:10]2. (7) Given the product [Cl:30][C:25]1[C:26]([CH3:29])=[N:27][O:28][C:24]=1[NH:23][S:20]([C:19]1[CH:18]=[CH:17][S:16][C:15]=1[C:13]([NH:12][C:5]1[C:6]([CH3:11])=[CH:7][C:8]([CH3:10])=[CH:9][C:4]=1[C:1]([CH:2]1[CH2:33][CH2:32]1)=[O:3])=[O:14])(=[O:21])=[O:22], predict the reactants needed to synthesize it. The reactants are: [C:1]([C:4]1[CH:9]=[C:8]([CH3:10])[CH:7]=[C:6]([CH3:11])[C:5]=1[NH:12][C:13]([C:15]1[S:16][CH:17]=[CH:18][C:19]=1[S:20]([NH:23][C:24]1[O:28][N:27]=[C:26]([CH3:29])[C:25]=1[Cl:30])(=[O:22])=[O:21])=[O:14])(=[O:3])[CH3:2].N[C:32]1C(C)=CC(C)=C[C:33]=1C(C1CC1)=O.